Dataset: Reaction yield outcomes from USPTO patents with 853,638 reactions. Task: Predict the reaction yield, written as a fraction of the theoretical maximum amount of product (1.0 means a 100% yield; for example, 0.34 means a 34% yield). The reactants are [Br:1][C:2]1[CH:3]=[N:4][CH:5]=[C:6]([CH:9]=1)[CH:7]=O.Cl.[CH3:11][NH:12][CH3:13].[BH-](OC(C)=O)(OC(C)=O)OC(C)=O.[Na+]. The catalyst is ClCCCl.C(Cl)Cl.C([O-])(O)=O.[Na+]. The product is [Br:1][C:2]1[CH:9]=[C:6]([CH2:7][N:12]([CH3:13])[CH3:11])[CH:5]=[N:4][CH:3]=1. The yield is 0.926.